From a dataset of Forward reaction prediction with 1.9M reactions from USPTO patents (1976-2016). Predict the product of the given reaction. (1) Given the reactants [N:1]1[CH:6]=[CH:5][CH:4]=[CH:3][C:2]=1[S:7](Cl)(=[O:9])=[O:8].[NH2:11][C:12]1[CH:13]=[C:14]([CH3:23])[C:15]([CH3:22])=[C:16]2[C:21]=1[N:20]=[CH:19][CH:18]=[CH:17]2, predict the reaction product. The product is: [CH3:22][C:15]1[C:14]([CH3:23])=[CH:13][C:12]([NH:11][S:7]([C:2]2[CH:3]=[CH:4][CH:5]=[CH:6][N:1]=2)(=[O:9])=[O:8])=[C:21]2[C:16]=1[CH:17]=[CH:18][CH:19]=[N:20]2. (2) The product is: [CH3:1][C:2]1([CH3:21])[C:15]2[C:14]3[CH:13]=[CH:12][CH:11]=[CH:10][C:9]=3[NH:8][C:7]=2[C:6]([C:16]([O:18][CH2:19][CH3:20])=[O:17])=[CH:5][N:4]([C:27](=[O:28])[C:26]2[CH:30]=[CH:31][C:23]([F:22])=[CH:24][CH:25]=2)[CH2:3]1. Given the reactants [CH3:1][C:2]1([CH3:21])[C:15]2[C:14]3[CH:13]=[CH:12][CH:11]=[CH:10][C:9]=3[NH:8][C:7]=2[C:6]([C:16]([O:18][CH2:19][CH3:20])=[O:17])=[CH:5][NH:4][CH2:3]1.[F:22][C:23]1[CH:31]=[CH:30][C:26]([C:27](Cl)=[O:28])=[CH:25][CH:24]=1, predict the reaction product. (3) Given the reactants C(=O)([O-])[O-].[K+].[K+].C1(S([CH:16]([NH:27][C:28](=[O:34])[O:29][C:30]([CH3:33])([CH3:32])[CH3:31])[C:17]2[CH:22]=[CH:21][CH:20]=[C:19]([C:23]([F:26])([F:25])[F:24])[CH:18]=2)(=O)=O)C=CC=CC=1, predict the reaction product. The product is: [F:24][C:23]([F:25])([F:26])[C:19]1[CH:18]=[C:17](/[CH:16]=[N:27]/[C:28](=[O:34])[O:29][C:30]([CH3:33])([CH3:31])[CH3:32])[CH:22]=[CH:21][CH:20]=1. (4) Given the reactants [I:1][C:2]1[CH:3]=[C:4]2[C:8](=[CH:9][CH:10]=1)[NH:7][C:6](=[O:11])[C:5]2=O.[C:13]([N:21]1[CH2:26][CH2:25][CH:24]([C:27]([NH:29][NH2:30])=[O:28])[CH2:23][CH2:22]1)(=[O:20])[C:14]1[CH:19]=[CH:18][CH:17]=[CH:16][CH:15]=1, predict the reaction product. The product is: [C:13]([N:21]1[CH2:26][CH2:25][CH:24]([C:27]([NH:29][N:30]=[C:5]2[C:4]3[C:8](=[CH:9][CH:10]=[C:2]([I:1])[CH:3]=3)[NH:7][C:6]2=[O:11])=[O:28])[CH2:23][CH2:22]1)(=[O:20])[C:14]1[CH:15]=[CH:16][CH:17]=[CH:18][CH:19]=1. (5) Given the reactants [CH3:1][O:2][C:3](=[O:15])[C:4]1[CH:9]=[CH:8][C:7]([CH2:10][OH:11])=[C:6]([N+:12]([O-])=O)[CH:5]=1.[NH4+].[Cl-], predict the reaction product. The product is: [CH3:1][O:2][C:3](=[O:15])[C:4]1[CH:9]=[CH:8][C:7]([CH2:10][OH:11])=[C:6]([NH2:12])[CH:5]=1. (6) Given the reactants [Br:1][C:2]1[CH:7]=[CH:6][C:5]([F:8])=[C:4]([O:9][CH2:10][CH2:11][CH:12]=C)[CH:3]=1.[OH2:14], predict the reaction product. The product is: [Br:1][C:2]1[CH:7]=[CH:6][C:5]([F:8])=[C:4]([CH:3]=1)[O:9][CH2:10][CH2:11][CH:12]=[O:14]. (7) Given the reactants [CH3:1][O:2][C:3]1[CH:8]=[CH:7][C:6]([C:9]2[CH:10]=[N:11][CH:12]=[CH:13][CH:14]=2)=[C:5]([CH3:15])[CH:4]=1.Cl, predict the reaction product. The product is: [CH3:1][O:2][C:3]1[CH:8]=[CH:7][C:6]([CH:9]2[CH2:14][CH2:13][CH2:12][NH:11][CH2:10]2)=[C:5]([CH3:15])[CH:4]=1.